This data is from Full USPTO retrosynthesis dataset with 1.9M reactions from patents (1976-2016). The task is: Predict the reactants needed to synthesize the given product. (1) Given the product [C:1]([O:4][CH2:5][CH2:6][O:7][C:8]1[CH:38]=[CH:37][C:11]([C:12]([N:14]2[C:20]3[CH:21]=[CH:22][CH:23]=[CH:24][C:19]=3[CH2:18][N:17]([CH2:25][C:26]([OH:28])=[O:27])[C:16](=[O:36])[CH2:15]2)=[O:13])=[C:10]([Cl:39])[CH:9]=1)(=[O:3])[CH3:2], predict the reactants needed to synthesize it. The reactants are: [C:1]([O:4][CH2:5][CH2:6][O:7][C:8]1[CH:38]=[CH:37][C:11]([C:12]([N:14]2[C:20]3[CH:21]=[CH:22][CH:23]=[CH:24][C:19]=3[CH2:18][N:17]([CH2:25][C:26]([O:28]CC3C=CC=CC=3)=[O:27])[C:16](=[O:36])[CH2:15]2)=[O:13])=[C:10]([Cl:39])[CH:9]=1)(=[O:3])[CH3:2]. (2) Given the product [Cl:1][C:2]1[C:8]([N:9]2[CH2:10][CH2:11][N:12]([CH:15]3[CH2:18][O:17][CH2:16]3)[CH2:13][CH2:14]2)=[CH:7][C:6]([CH:19]([F:21])[F:20])=[CH:5][C:3]=1[NH:4][C:28]1[N:27]=[C:26]([N:25]([CH:22]2[CH2:24][CH2:23]2)[CH2:41][C:42]2[CH:47]=[CH:46][C:45]([O:48][CH3:49])=[CH:44][CH:43]=2)[C:31]2=[N:32][CH:33]=[C:34]([C:35]#[N:36])[N:30]2[N:29]=1, predict the reactants needed to synthesize it. The reactants are: [Cl:1][C:2]1[C:8]([N:9]2[CH2:14][CH2:13][N:12]([CH:15]3[CH2:18][O:17][CH2:16]3)[CH2:11][CH2:10]2)=[CH:7][C:6]([CH:19]([F:21])[F:20])=[CH:5][C:3]=1[NH2:4].[CH:22]1([N:25]([CH2:41][C:42]2[CH:47]=[CH:46][C:45]([O:48][CH3:49])=[CH:44][CH:43]=2)[C:26]2[C:31]3=[N:32][CH:33]=[C:34]([C:35]#[N:36])[N:30]3[N:29]=[C:28](S(C)(=O)=O)[N:27]=2)[CH2:24][CH2:23]1.C(=O)([O-])[O-].[Cs+].[Cs+].